From a dataset of Reaction yield outcomes from USPTO patents with 853,638 reactions. Predict the reaction yield, written as a fraction of the theoretical maximum amount of product (1.0 means a 100% yield; for example, 0.34 means a 34% yield). (1) The reactants are [Cl:1][C:2]1[CH:7]=[CH:6][C:5]([C:8]2[C:13]([CH:14]=[O:15])=[CH:12][N:11]=[CH:10][CH:9]=2)=[C:4]([F:16])[CH:3]=1.[CH3:17][Mg]Br. The catalyst is C1COCC1. The product is [Cl:1][C:2]1[CH:7]=[CH:6][C:5]([C:8]2[CH:9]=[CH:10][N:11]=[CH:12][C:13]=2[CH:14]([OH:15])[CH3:17])=[C:4]([F:16])[CH:3]=1. The yield is 0.310. (2) The reactants are [CH3:1][S:2][C:3]1[CH:4]=[CH:5][C:6]([N+:10]([O-])=O)=[C:7]([CH:9]=1)[NH2:8].[Sn](Cl)Cl. The catalyst is CCO. The product is [CH3:1][S:2][C:3]1[CH:9]=[C:7]([NH2:8])[C:6]([NH2:10])=[CH:5][CH:4]=1. The yield is 0.990. (3) The reactants are [NH2:1][CH2:2][CH2:3][C:4]1[N:5]=[C:6]([NH:9][C:10]([NH:12][C:13]2[CH:18]=[CH:17][C:16]([CH3:19])=[CH:15][C:14]=2[C:20]([CH:22]2[CH2:26][CH2:25][CH2:24][CH2:23]2)=[O:21])=[O:11])[S:7][CH:8]=1.Br[CH2:28][C:29]([O:31][CH3:32])=[O:30].CCN(CC)CC. The catalyst is C(Cl)Cl. The product is [CH3:32][O:31][C:29](=[O:30])[CH2:28][NH:1][CH2:2][CH2:3][C:4]1[N:5]=[C:6]([NH:9][C:10]([NH:12][C:13]2[CH:18]=[CH:17][C:16]([CH3:19])=[CH:15][C:14]=2[C:20]([CH:22]2[CH2:23][CH2:24][CH2:25][CH2:26]2)=[O:21])=[O:11])[S:7][CH:8]=1. The yield is 0.500. (4) The reactants are [F:1][C:2]1[CH:7]=[CH:6][C:5]([N:8]2[CH2:13][CH2:12][N:11](C(OC(C)(C)C)=O)[CH2:10][C:9]2=[O:21])=[CH:4][CH:3]=1.[ClH:22].O1CCOCC1. The catalyst is ClCCl. The product is [ClH:22].[F:1][C:2]1[CH:3]=[CH:4][C:5]([N:8]2[CH2:13][CH2:12][NH:11][CH2:10][C:9]2=[O:21])=[CH:6][CH:7]=1. The yield is 0.770. (5) The reactants are C([N:14]1[CH2:17][CH:16]([O:18][CH:19]([C:30]2[CH:35]=[CH:34][C:33]([F:36])=[CH:32][CH:31]=2)[C:20]2[CH:25]=[CH:24][CH:23]=[CH:22][C:21]=2[C:26]([F:29])([F:28])[F:27])[CH2:15]1)(C1C=CC=CC=1)C1C=CC=CC=1.Cl.[Cl:38]C1C=CC=CC=1C(OC1CNC1)C1C=CC(Cl)=CC=1. No catalyst specified. The product is [ClH:38].[F:29][C:26]([F:27])([F:28])[C:21]1[CH:22]=[CH:23][CH:24]=[CH:25][C:20]=1[CH:19]([O:18][CH:16]1[CH2:17][NH:14][CH2:15]1)[C:30]1[CH:35]=[CH:34][C:33]([F:36])=[CH:32][CH:31]=1. The yield is 0.550. (6) The reactants are [OH-].[NH4+].C[O:4][C:5](=O)[CH2:6][CH2:7][CH:8]1[CH2:13][CH2:12][N:11]([C:14]([O:16][C:17]([CH3:20])([CH3:19])[CH3:18])=[O:15])[CH2:10][CH2:9]1.C([N:29]1CCC(CO)CC1)(OC(C)(C)C)=O. The catalyst is CO. The product is [NH2:29][C:5](=[O:4])[CH2:6][CH2:7][CH:8]1[CH2:13][CH2:12][N:11]([C:14]([O:16][C:17]([CH3:20])([CH3:19])[CH3:18])=[O:15])[CH2:10][CH2:9]1. The yield is 0.800.